Dataset: Full USPTO retrosynthesis dataset with 1.9M reactions from patents (1976-2016). Task: Predict the reactants needed to synthesize the given product. The reactants are: [NH2:1][CH2:2][CH2:3][O:4][CH2:5][CH2:6][NH:7][C:8](=[O:14])[O:9][C:10]([CH3:13])([CH3:12])[CH3:11].[C:15](O)(=[O:22])[C:16]1[CH:21]=[CH:20][CH:19]=[N:18][CH:17]=1.CCN=C=NCCCN(C)C. Given the product [C:15]([NH:1][CH2:2][CH2:3][O:4][CH2:5][CH2:6][NH:7][C:8](=[O:14])[O:9][C:10]([CH3:11])([CH3:13])[CH3:12])(=[O:22])[C:16]1[CH:21]=[CH:20][CH:19]=[N:18][CH:17]=1, predict the reactants needed to synthesize it.